This data is from Reaction yield outcomes from USPTO patents with 853,638 reactions. The task is: Predict the reaction yield, written as a fraction of the theoretical maximum amount of product (1.0 means a 100% yield; for example, 0.34 means a 34% yield). (1) The reactants are [C:1]([C:4]1[C:9]([C:10]2[CH:15]=[CH:14][CH:13]=[CH:12][CH:11]=2)=[N:8][N:7]([CH2:16][CH3:17])[C:6](=[O:18])[C:5]=1[N+:19]([O-])=O)(=[O:3])[CH3:2].N[C:23]1[CH:24]=[CH:25][CH:26]=[C:27]2[C:32]=1[N:31]=[CH:30][CH:29]=[CH:28]2. The catalyst is C(O)C. The product is [C:1]([C:4]1[C:9]([C:10]2[CH:15]=[CH:14][CH:13]=[CH:12][CH:11]=2)=[N:8][N:7]([CH2:16][CH3:17])[C:6](=[O:18])[C:5]=1[NH:19][C:23]1[CH:24]=[CH:25][CH:26]=[C:27]2[C:32]=1[N:31]=[CH:30][CH:29]=[CH:28]2)(=[O:3])[CH3:2]. The yield is 0.746. (2) The reactants are [NH2:1][C:2]1[N:3]=[N:4][C:5]([Cl:8])=[CH:6][CH:7]=1.Br[CH2:10][CH:11]=O. The catalyst is C(O)CCC. The product is [Cl:8][C:5]1[CH:6]=[CH:7][C:2]2[N:3]([CH:10]=[CH:11][N:1]=2)[N:4]=1. The yield is 0.400. (3) The reactants are [N:1]([C@H:4]([C:15]1[N:16]=[C:17]([C:20]2[CH:25]=[CH:24][CH:23]=[CH:22][CH:21]=2)[S:18][CH:19]=1)[CH2:5][C:6]1[CH:11]=[CH:10][C:9]([N+:12]([O-:14])=[O:13])=[CH:8][CH:7]=1)=[C:2]=[S:3].[C:26]([NH:29][NH2:30])(=O)[CH3:27]. The catalyst is CCO. The product is [CH3:27][C:26]1[S:3][C:2]([NH:1][C@H:4]([C:15]2[N:16]=[C:17]([C:20]3[CH:21]=[CH:22][CH:23]=[CH:24][CH:25]=3)[S:18][CH:19]=2)[CH2:5][C:6]2[CH:11]=[CH:10][C:9]([N+:12]([O-:14])=[O:13])=[CH:8][CH:7]=2)=[N:30][N:29]=1. The yield is 0.930.